From a dataset of Forward reaction prediction with 1.9M reactions from USPTO patents (1976-2016). Predict the product of the given reaction. (1) Given the reactants [Br:1][C:2]1[CH:6]=[CH:5][O:4][C:3]=1[CH:7]=[O:8].CC(=CC)C.Cl([O-])=[O:15].[Na+].P([O-])(O)(O)=O.[Na+].Cl, predict the reaction product. The product is: [Br:1][C:2]1[CH:6]=[CH:5][O:4][C:3]=1[C:7]([OH:15])=[O:8]. (2) Given the reactants [Br:1]Br.[CH:3]1[C:8]2[CH2:9][CH2:10][CH2:11][CH2:12][C:13](=[O:14])[C:7]=2[CH:6]=[CH:5][CH:4]=1, predict the reaction product. The product is: [Br:1][CH:12]1[CH2:11][CH2:10][CH2:9][C:8]2[CH:3]=[CH:4][CH:5]=[CH:6][C:7]=2[C:13]1=[O:14]. (3) Given the reactants CC[O-].[Na+].[Br:5][C:6]1[CH:7]=[C:8]([CH:11]=[CH:12][C:13]=1[O:14][CH3:15])[CH:9]=O.[N:16]([CH2:19][C:20]([O:22][CH2:23][CH3:24])=[O:21])=[N+]=[N-], predict the reaction product. The product is: [Br:5][C:6]1[CH:7]=[C:8]2[C:11](=[CH:12][C:13]=1[O:14][CH3:15])[NH:16][C:19]([C:20]([O:22][CH2:23][CH3:24])=[O:21])=[CH:9]2. (4) Given the reactants [F:1][C:2]1[CH:7]=[CH:6][C:5]([N:8]2[C:16]3[C:11](=[CH:12][C:13]([O:17]C)=[CH:14][CH:15]=3)[CH:10]=[N:9]2)=[CH:4][CH:3]=1, predict the reaction product. The product is: [F:1][C:2]1[CH:3]=[CH:4][C:5]([N:8]2[C:16]3[C:11](=[CH:12][C:13]([OH:17])=[CH:14][CH:15]=3)[CH:10]=[N:9]2)=[CH:6][CH:7]=1.